Dataset: Forward reaction prediction with 1.9M reactions from USPTO patents (1976-2016). Task: Predict the product of the given reaction. (1) Given the reactants [C:1]([C:5]1[N:9]([CH2:10][CH:11]2[CH2:16][CH2:15][CH2:14][CH2:13][CH2:12]2)[C:8]2[CH:17]=[CH:18][C:19]([NH:21][C:22](=O)OC)=[CH:20][C:7]=2[N:6]=1)([CH3:4])([CH3:3])[CH3:2].Cl.CCOCC.[H-].[H-].[H-].[H-].[Li+].[Al+3], predict the reaction product. The product is: [C:1]([C:5]1[N:9]([CH2:10][CH:11]2[CH2:16][CH2:15][CH2:14][CH2:13][CH2:12]2)[C:8]2[CH:17]=[CH:18][C:19]([NH:21][CH3:22])=[CH:20][C:7]=2[N:6]=1)([CH3:4])([CH3:2])[CH3:3]. (2) The product is: [C:1]([C:4]1[C:22](=[O:23])[C@@:8]2([CH3:24])[C:9]3[C:15]([OH:16])=[CH:14][C:13]([O:17][CH3:18])=[C:12]([C:19]([OH:27])=[O:20])[C:10]=3[O:11][C:7]2=[CH:6][C:5]=1[OH:25])(=[O:3])[CH3:2]. Given the reactants [C:1]([C:4]1[C:22](=[O:23])[C@@:8]2([CH3:24])[C:9]3[C:15]([OH:16])=[CH:14][C:13]([O:17][CH3:18])=[C:12]([C:19](N)=[O:20])[C:10]=3[O:11][C:7]2=[CH:6][C:5]=1[OH:25])(=[O:3])[CH3:2].S(=O)(=O)(O)[OH:27].N([O-])=O.[Na+], predict the reaction product.